This data is from Full USPTO retrosynthesis dataset with 1.9M reactions from patents (1976-2016). The task is: Predict the reactants needed to synthesize the given product. (1) Given the product [CH3:32][C:28]1[CH:29]=[C:30]([CH3:31])[N:25]2[N:24]=[CH:23][C:22]([C:20]3[N:19]=[C:9]([CH2:8][N:6]4[C:5]5[CH2:12][CH2:13][O:14][CH2:15][C:4]=5[C:3]([C:2]([F:1])([F:17])[F:16])=[N:7]4)[O:11][N:21]=3)=[C:26]2[N:27]=1, predict the reactants needed to synthesize it. The reactants are: [F:1][C:2]([F:17])([F:16])[C:3]1[C:4]2[CH2:15][O:14][CH2:13][CH2:12][C:5]=2[N:6]([CH2:8][C:9]([OH:11])=O)[N:7]=1.O[N:19]=[C:20]([C:22]1[CH:23]=[N:24][N:25]2[C:30]([CH3:31])=[CH:29][C:28]([CH3:32])=[N:27][C:26]=12)[NH2:21]. (2) Given the product [N:1]1[N:2]([C:6]2[CH:23]=[CH:22][CH:21]=[CH:20][C:7]=2[C:8]([N:10]2[C@H:15]([CH3:16])[CH2:14][CH2:13][C@@H:12]([C:17](=[S:33])[NH2:19])[CH2:11]2)=[O:9])[N:3]=[CH:4][CH:5]=1, predict the reactants needed to synthesize it. The reactants are: [N:1]1[N:2]([C:6]2[CH:23]=[CH:22][CH:21]=[CH:20][C:7]=2[C:8]([N:10]2[C@H:15]([CH3:16])[CH2:14][CH2:13][C@@H:12]([C:17]([NH2:19])=O)[CH2:11]2)=[O:9])[N:3]=[CH:4][CH:5]=1.COC1C=CC(P2(SP(C3C=CC(OC)=CC=3)(=S)S2)=[S:33])=CC=1.O. (3) Given the product [CH3:29][O:28][C:23]1[CH:24]=[CH:25][CH:26]=[CH:27][C:22]=1[C:21]1[C:15]2[C:16](=[N:17][CH:18]=[C:13]([C:9]3[CH:8]=[C:7]([CH:12]=[CH:11][CH:10]=3)[C:6]([OH:30])=[O:5])[CH:14]=2)[NH:19][CH:20]=1, predict the reactants needed to synthesize it. The reactants are: C([O:5][C:6](=[O:30])[C:7]1[CH:12]=[CH:11][CH:10]=[C:9]([C:13]2[CH:14]=[C:15]3[C:21]([C:22]4[CH:27]=[CH:26][CH:25]=[CH:24][C:23]=4[O:28][CH3:29])=[CH:20][NH:19][C:16]3=[N:17][CH:18]=2)[CH:8]=1)(C)(C)C.Br.SCC(O)=O. (4) Given the product [F:1][C:2]([F:7])([F:6])[C:3]([OH:5])=[O:4].[CH2:8]([S:10]([N:13]1[CH2:18][CH2:17][CH:16]([C:19]2[C:27]3[C:22](=[C:23]([C:38]([NH2:40])=[O:39])[CH:24]=[C:25]([C:28]4[CH:33]=[C:32]([CH2:34][N:35]5[CH2:2][CH2:3][O:5][CH2:41][CH2:36]5)[CH:31]=[C:30]([F:37])[CH:29]=4)[CH:26]=3)[NH:21][CH:20]=2)[CH2:15][CH2:14]1)(=[O:11])=[O:12])[CH3:9], predict the reactants needed to synthesize it. The reactants are: [F:1][C:2]([F:7])([F:6])[C:3]([OH:5])=[O:4].[CH2:8]([S:10]([N:13]1[CH2:18][CH2:17][CH:16]([C:19]2[C:27]3[C:22](=[C:23]([C:38]([NH2:40])=[O:39])[CH:24]=[C:25]([C:28]4[CH:33]=[C:32]([CH2:34][NH:35][CH3:36])[CH:31]=[C:30]([F:37])[CH:29]=4)[CH:26]=3)[NH:21][CH:20]=2)[CH2:15][CH2:14]1)(=[O:12])=[O:11])[CH3:9].[CH3:41]N. (5) Given the product [CH2:25]([C:8]1([C:5]2[CH:4]=[CH:3][C:2]([F:1])=[CH:7][CH:6]=2)[O:28][C:37](=[O:39])[N:11]([C@H:12]2[CH2:17][CH2:16][CH2:15][N:14]([C:18]([O:20][C:21]([CH3:23])([CH3:24])[CH3:22])=[O:19])[CH2:13]2)[CH2:10][CH2:9]1)[CH:26]=[CH2:27], predict the reactants needed to synthesize it. The reactants are: [F:1][C:2]1[CH:7]=[CH:6][C:5]([C:8]([OH:28])([CH2:25][CH:26]=[CH2:27])[CH2:9][CH2:10][NH:11][C@H:12]2[CH2:17][CH2:16][CH2:15][N:14]([C:18]([O:20][C:21]([CH3:24])([CH3:23])[CH3:22])=[O:19])[CH2:13]2)=[CH:4][CH:3]=1.C(N(CC)CC)C.Cl[C:37](Cl)([O:39]C(=O)OC(Cl)(Cl)Cl)Cl.O. (6) The reactants are: CO[C:3]1[C:12]2[C:7](=[CH:8][CH:9]=[CH:10][CH:11]=2)[CH:6]=[CH:5][C:4]=1[C:13]([OH:15])=[O:14].C([Mg]Br)C.[CH3:20][O:21][C:22]1[CH:27]=[CH:26][CH:25]=[CH:24][C:23]=1[Mg]Br.Cl. Given the product [CH3:20][O:21][C:22]1[CH:27]=[CH:26][CH:25]=[CH:24][C:23]=1[C:3]1[C:12]2[C:7](=[CH:8][CH:9]=[CH:10][CH:11]=2)[CH:6]=[CH:5][C:4]=1[C:13]([OH:15])=[O:14], predict the reactants needed to synthesize it. (7) Given the product [NH2:21][C:20]1[NH:9][C:10]2[C:11]([C:16]=1[C:17]([NH2:19])=[O:18])=[CH:12][CH:13]=[CH:14][CH:15]=2, predict the reactants needed to synthesize it. The reactants are: C([NH:9][C:10]1[CH:15]=[CH:14][CH:13]=[CH:12][C:11]=1[CH:16]([C:20]#[N:21])[C:17]([NH2:19])=[O:18])(=O)C1C=CC=CC=1. (8) Given the product [CH2:46]([O:45][P:43]([C:42]1[CH:41]=[C:40]([C:4]2[S:3][C:2]([C:7]3[S:8][CH:9]=[CH:10][CH:11]=3)=[CH:6][CH:5]=2)[S:39][C:38]=1[C:21]1[S:22][C:23]([C:4]2[S:3][C:2]([C:7]3[S:8][CH:9]=[CH:10][CH:11]=3)=[CH:6][CH:5]=2)=[CH:24][C:20]=1[P:15]([O:17][CH2:18][CH3:19])([O:14][CH2:12][CH3:13])=[O:16])([O:48][CH2:49][CH3:50])=[O:44])[CH3:47], predict the reactants needed to synthesize it. The reactants are: I[C:2]1([C:7]2[S:8][CH:9]=[CH:10][CH:11]=2)[CH2:6][CH:5]=[CH:4][S:3]1.[CH2:12]([O:14][P:15]([C:20]1[CH:24]=[C:23]([Sn](CCCC)(CCCC)CCCC)[S:22][C:21]=1[C:38]1[S:39][C:40]([Sn](CCCC)(CCCC)CCCC)=[CH:41][C:42]=1[P:43]([O:48][CH2:49][CH3:50])([O:45][CH2:46][CH3:47])=[O:44])([O:17][CH2:18][CH3:19])=[O:16])[CH3:13].[F-].[K+].